The task is: Predict the reactants needed to synthesize the given product.. This data is from Full USPTO retrosynthesis dataset with 1.9M reactions from patents (1976-2016). (1) Given the product [CH:57]1([C:53]2[CH:52]=[C:51]([C:16]3[NH:15][C:12]4=[N:13][CH:14]=[C:9]([NH:8][C:34]([C:36]5[C:40]([CH3:41])=[C:39]([CH3:42])[N:38]([C:43]([O:45][C:46]([CH3:48])([CH3:47])[CH3:49])=[O:44])[N:37]=5)=[O:35])[CH:10]=[C:11]4[CH:17]=3)[CH:56]=[CH:55][N:54]=2)[CH2:59][CH2:58]1, predict the reactants needed to synthesize it. The reactants are: C(OC([N:8]([C:34]([C:36]1[C:40]([CH3:41])=[C:39]([CH3:42])[N:38]([C:43]([O:45][C:46]([CH3:49])([CH3:48])[CH3:47])=[O:44])[N:37]=1)=[O:35])[C:9]1[CH:10]=[C:11]2[CH:17]=[C:16](B3OC(C)(C)C(C)(C)O3)[N:15](C(OC(C)(C)C)=O)[C:12]2=[N:13][CH:14]=1)=O)(C)(C)C.Br[C:51]1[CH:56]=[CH:55][N:54]=[C:53]([CH:57]2[CH2:59][CH2:58]2)[CH:52]=1.C(#N)C.C(=O)([O-])[O-].[K+].[K+]. (2) Given the product [CH3:27][O:26][C:22]1[CH:21]=[C:20]([C:11]2([CH2:16][C:17]([NH2:19])=[O:18])[CH2:10][CH:9]3[N:8]([C:1]4[N:44]=[CH:43][CH:42]=[CH:41][N:40]=4)[CH:13]([CH2:14][CH2:15]3)[CH2:12]2)[CH:25]=[CH:24][CH:23]=1, predict the reactants needed to synthesize it. The reactants are: [CH2:1]([N:8]1[CH:13]2[CH2:14][CH2:15][CH:9]1[CH2:10][C:11]([C:20]1[CH:25]=[CH:24][CH:23]=[C:22]([O:26][CH3:27])[CH:21]=1)([CH2:16][C:17]([NH2:19])=[O:18])[CH2:12]2)C1C=CC=CC=1.C([O-])=O.[NH4+].C(=O)([O-])[O-].[K+].[K+].ClC1[N:44]=[CH:43][CH:42]=[CH:41][N:40]=1. (3) Given the product [OH:17][CH2:16][C:4]1([C:11]([O:13][CH2:14][CH3:15])=[O:12])[C:5]2[CH:10]=[CH:9][CH:8]=[CH:7][C:6]=2[C:2](=[O:1])[O:3]1, predict the reactants needed to synthesize it. The reactants are: [O:1]=[C:2]1[C:6]2[CH:7]=[CH:8][CH:9]=[CH:10][C:5]=2[CH:4]([C:11]([O:13][CH2:14][CH3:15])=[O:12])[O:3]1.[CH2:16]=[O:17].C1CCN2C(=NCCC2)CC1.